This data is from Full USPTO retrosynthesis dataset with 1.9M reactions from patents (1976-2016). The task is: Predict the reactants needed to synthesize the given product. (1) Given the product [OH:21][CH2:22][C@H:18]([NH:19][C:25](=[O:26])[O:27][C:28]([CH3:31])([CH3:30])[CH3:29])[C@H:2]([OH:1])[C:3]#[C:4][CH2:5][CH2:6][CH2:7][CH2:8][CH2:9][CH2:10][CH2:11][CH2:12][CH2:13][CH2:14][CH2:15][CH2:16][CH3:17], predict the reactants needed to synthesize it. The reactants are: [OH:1][C@@H:2]([C@@H:18]1[CH2:22][O:21]C(C)(C)[N:19]1[C:25]([O:27][C:28]([CH3:31])([CH3:30])[CH3:29])=[O:26])[C:3]#[C:4][CH2:5][CH2:6][CH2:7][CH2:8][CH2:9][CH2:10][CH2:11][CH2:12][CH2:13][CH2:14][CH2:15][CH2:16][CH3:17].C1(C)C=CC(S(O)(=O)=O)=CC=1.C(=O)([O-])O.[Na+]. (2) Given the product [OH:8][CH2:9][CH2:10][O:11][CH2:12][CH:13]1[CH2:18][CH2:17][N:16]([C:19]([O:21][CH2:22][C:23]2[CH:28]=[CH:27][CH:26]=[CH:25][CH:24]=2)=[O:20])[CH2:15][CH2:14]1, predict the reactants needed to synthesize it. The reactants are: [Si]([O:8][CH2:9][CH2:10][O:11][CH2:12][CH:13]1[CH2:18][CH2:17][N:16]([C:19]([O:21][CH2:22][C:23]2[CH:28]=[CH:27][CH:26]=[CH:25][CH:24]=2)=[O:20])[CH2:15][CH2:14]1)(C(C)(C)C)(C)C.[F-].C([N+](CCCC)(CCCC)CCCC)CCC. (3) Given the product [CH2:1]([O:8][C:9]1[CH:10]=[C:11]([O:21][C:22]2[CH:27]=[CH:26][C:25]([S:28]([CH3:31])(=[O:29])=[O:30])=[CH:24][CH:23]=2)[CH:12]=[C:13]2[C:17]=1[NH:16][C:15]([C:18]([NH2:34])=[O:20])=[CH:14]2)[C:2]1[CH:7]=[CH:6][CH:5]=[CH:4][CH:3]=1, predict the reactants needed to synthesize it. The reactants are: [CH2:1]([O:8][C:9]1[CH:10]=[C:11]([O:21][C:22]2[CH:27]=[CH:26][C:25]([S:28]([CH3:31])(=[O:30])=[O:29])=[CH:24][CH:23]=2)[CH:12]=[C:13]2[C:17]=1[NH:16][C:15]([C:18]([OH:20])=O)=[CH:14]2)[C:2]1[CH:7]=[CH:6][CH:5]=[CH:4][CH:3]=1.Cl.C[N:34](C)CCCN=C=NCC.[NH4+].ON1C2C=CC=CC=2N=N1.CN(C)C=O. (4) Given the product [Br:1][C:2]1[CH:13]=[CH:12][C:5]2[CH2:6][CH2:7][CH2:8][CH2:9][CH2:10][C:4]=2[CH:3]=1, predict the reactants needed to synthesize it. The reactants are: [Br:1][C:2]1[CH:13]=[CH:12][C:5]2[CH2:6][CH2:7][CH2:8][CH2:9][CH:10](O)[C:4]=2[CH:3]=1.C([SiH](CC)CC)C.FC(F)(F)C(O)=O. (5) Given the product [O:1]1[C:5]2[CH:6]=[CH:7][C:8]([CH2:10][NH:11][CH2:12][CH2:13][CH2:14][N:15]([C:16]3[S:20][N:19]=[C:18]([N:21]4[CH:25]=[CH:24][N:23]=[CH:22]4)[N:17]=3)[CH2:26][C:27]3[NH:31][N:30]=[N:29][N:28]=3)=[CH:9][C:4]=2[O:3][CH2:2]1, predict the reactants needed to synthesize it. The reactants are: [O:1]1[C:5]2[CH:6]=[CH:7][C:8]([CH2:10][NH:11][CH2:12][CH2:13][CH2:14][N:15]([CH2:26][C:27]#[N:28])[C:16]3[S:20][N:19]=[C:18]([N:21]4[CH:25]=[CH:24][N:23]=[CH:22]4)[N:17]=3)=[CH:9][C:4]=2[O:3][CH2:2]1.[N-:29]=[N+:30]=[N-:31].[Na+].CC(O)C.C(Cl)Cl. (6) Given the product [Cl:27][C:28]1[CH:29]=[C:30]2[C:34](=[CH:35][CH:36]=1)[CH:33]([CH2:37][S:38]([NH:1][C@H:2]1[CH2:6][CH2:5][N:4]([C@@H:7]([CH3:16])[C:8]([N:10]3[CH2:11][CH2:12][O:13][CH2:14][CH2:15]3)=[O:9])[C:3]1=[O:17])(=[O:40])=[O:39])[CH2:32][CH2:31]2, predict the reactants needed to synthesize it. The reactants are: [NH2:1][C@H:2]1[CH2:6][CH2:5][N:4]([C@@H:7]([CH3:16])[C:8]([N:10]2[CH2:15][CH2:14][O:13][CH2:12][CH2:11]2)=[O:9])[C:3]1=[O:17].CCN(C(C)C)C(C)C.[Cl:27][C:28]1[CH:29]=[C:30]2[C:34](=[CH:35][CH:36]=1)[CH:33]([CH2:37][S:38](Cl)(=[O:40])=[O:39])[CH2:32][CH2:31]2.